From a dataset of Reaction yield outcomes from USPTO patents with 853,638 reactions. Predict the reaction yield, written as a fraction of the theoretical maximum amount of product (1.0 means a 100% yield; for example, 0.34 means a 34% yield). (1) The reactants are [N:1]1([CH2:6][C:7]2[CH:12]=[CH:11][CH:10]=[C:9]([NH:13]C(OC(C)(C)C)=O)[CH:8]=2)[CH:5]=[CH:4][N:3]=[CH:2]1.OS(O)(=O)=O.[CH3:26]O. The catalyst is O1CCOCC1. The product is [NH2:13][C:9]1[CH:8]=[C:7]([CH2:6][N:1]2[CH:5]=[C:4]([CH3:26])[N:3]=[CH:2]2)[CH:12]=[CH:11][CH:10]=1. The yield is 0.870. (2) The reactants are [O:1]1[CH2:5][CH2:4][CH2:3][CH:2]1[C:6]([OH:8])=O.[Cl:9][C:10]1[CH:11]=[C:12]([NH:24][C:25]2[C:34]3[C:29](=[CH:30][CH:31]=[CH:32][C:33]=3[O:35][CH2:36][CH2:37][NH:38][CH3:39])[N:28]=[CH:27][N:26]=2)[CH:13]=[CH:14][C:15]=1[O:16][CH2:17][C:18]1[CH:23]=[CH:22][CH:21]=[CH:20][N:19]=1. No catalyst specified. The product is [Cl:9][C:10]1[CH:11]=[C:12]([NH:24][C:25]2[C:34]3[C:29](=[CH:30][CH:31]=[CH:32][C:33]=3[O:35][CH2:36][CH2:37][N:38]([CH3:39])[C:6]([CH:2]3[CH2:3][CH2:4][CH2:5][O:1]3)=[O:8])[N:28]=[CH:27][N:26]=2)[CH:13]=[CH:14][C:15]=1[O:16][CH2:17][C:18]1[CH:23]=[CH:22][CH:21]=[CH:20][N:19]=1. The yield is 0.890. (3) The reactants are CS(O[CH:6]1[CH2:11][CH2:10][N:9]([C:12]([O:14][C:15]([CH3:18])([CH3:17])[CH3:16])=[O:13])[CH2:8][CH2:7]1)(=O)=O.[N+:19]([C:22]1[N:23]=[CH:24][NH:25][CH:26]=1)([O-:21])=[O:20].C([O-])([O-])=O.[K+].[K+]. The catalyst is CN(C=O)C. The yield is 0.324. The product is [N+:19]([C:22]1[N:23]=[CH:24][N:25]([CH:6]2[CH2:11][CH2:10][N:9]([C:12]([O:14][C:15]([CH3:18])([CH3:17])[CH3:16])=[O:13])[CH2:8][CH2:7]2)[CH:26]=1)([O-:21])=[O:20]. (4) The reactants are [NH2:1][C:2]1[CH:7]=[CH:6][CH:5]=[CH:4][N:3]=1.C(N(CC)CC)C.[F:15][C:16]([F:27])([F:26])[C:17](O[C:17](=[O:18])[C:16]([F:27])([F:26])[F:15])=[O:18].O. The catalyst is C(OCC)(=O)C. The product is [F:15][C:16]([F:27])([F:26])[C:17]([N:1]=[C:2]1[CH:7]=[CH:6][CH:5]=[CH:4][NH:3]1)=[O:18]. The yield is 0.772. (5) The yield is 0.260. The product is [NH2:9][C@H:8]1[C@@H:2]([F:1])[CH2:3][O:4][C@H:5]([C:17]2[N:21]([CH3:22])[N:20]=[CH:19][C:18]=2[NH:23][C:42](=[O:43])[C:40]2[CH:39]=[CH:38][C:37]([F:45])=[C:36]([C:28]3[C:29]([F:35])=[CH:30][C:31]([O:33][CH3:34])=[CH:32][C:27]=3[F:26])[N:41]=2)[CH2:6][CH2:7]1. No catalyst specified. The reactants are [F:1][C@@H:2]1[C@H:8]([NH:9]C(=O)OC(C)(C)C)[CH2:7][CH2:6][C@@H:5]([C:17]2[N:21]([CH3:22])[N:20]=[CH:19][C:18]=2[N+:23]([O-])=O)[O:4][CH2:3]1.[F:26][C:27]1[CH:32]=[C:31]([O:33][CH3:34])[CH:30]=[C:29]([F:35])[C:28]=1[C:36]1[N:41]=[C:40]([C:42](O)=[O:43])[CH:39]=[CH:38][C:37]=1[F:45]. (6) The reactants are Br[C:2]1[C:3]([CH3:18])=[C:4]([C:9]([O:16]C)=[C:10]([C:12]([CH3:15])([CH3:14])[CH3:13])[CH:11]=1)[C:5]([O:7]C)=[O:6].[NH2:19][C:20]1[CH:25]=[CH:24][CH:23]=[CH:22][CH:21]=1. No catalyst specified. The product is [NH:19]([C:2]1[C:3]([CH3:18])=[C:4]([C:9]([OH:16])=[C:10]([C:12]([CH3:15])([CH3:14])[CH3:13])[CH:11]=1)[C:5]([OH:7])=[O:6])[C:20]1[CH:25]=[CH:24][CH:23]=[CH:22][CH:21]=1. The yield is 0.300. (7) The reactants are [CH3:1][CH:2]([O:4][C:5](=[O:22])[NH:6][C@H:7]1[C:16]2[C:11](=[CH:12][CH:13]=[C:14](Br)[CH:15]=2)[N:10]([C:18](=[O:20])[CH3:19])[C@@H:9]([CH3:21])[CH2:8]1)[CH3:3].[CH2:23]([O:25][C:26]([C:28]1[CH:33]=[CH:32][C:31](B(O)O)=[CH:30][CH:29]=1)=[O:27])[CH3:24].C([O-])([O-])=O.[Na+].[Na+]. The catalyst is COCCOC.C1C=CC([P]([Pd]([P](C2C=CC=CC=2)(C2C=CC=CC=2)C2C=CC=CC=2)([P](C2C=CC=CC=2)(C2C=CC=CC=2)C2C=CC=CC=2)[P](C2C=CC=CC=2)(C2C=CC=CC=2)C2C=CC=CC=2)(C2C=CC=CC=2)C2C=CC=CC=2)=CC=1. The product is [C:18]([N:10]1[C:11]2[C:16](=[CH:15][C:14]([C:31]3[CH:32]=[CH:33][C:28]([C:26]([O:25][CH2:23][CH3:24])=[O:27])=[CH:29][CH:30]=3)=[CH:13][CH:12]=2)[C@H:7]([NH:6][C:5]([O:4][CH:2]([CH3:3])[CH3:1])=[O:22])[CH2:8][C@@H:9]1[CH3:21])(=[O:20])[CH3:19]. The yield is 0.760.